The task is: Predict the product of the given reaction.. This data is from Forward reaction prediction with 1.9M reactions from USPTO patents (1976-2016). Given the reactants [Cl:1][C:2]1[CH:7]=[C:6]([Cl:8])[CH:5]=[CH:4][C:3]=1[NH:9][C:10]1[NH:14][C:13]2[C:15]([N:20]([CH2:23][CH3:24])[CH2:21][CH3:22])=[CH:16][CH:17]=[C:18]([F:19])[C:12]=2[N:11]=1.Br[CH2:26][CH2:27][CH2:28]Br.C(=O)([O-])[O-].[K+].[K+].C(OCC)(=O)C, predict the reaction product. The product is: [Cl:1][C:2]1[CH:7]=[C:6]([Cl:8])[CH:5]=[CH:4][C:3]=1[N:9]1[C:10]2=[N:11][C:12]3[C:13](=[C:15]([N:20]([CH2:23][CH3:24])[CH2:21][CH3:22])[CH:16]=[CH:17][C:18]=3[F:19])[N:14]2[CH2:28][CH2:27][CH2:26]1.